Binary Classification. Given a miRNA mature sequence and a target amino acid sequence, predict their likelihood of interaction. From a dataset of Experimentally validated miRNA-target interactions with 360,000+ pairs, plus equal number of negative samples. (1) The miRNA is mmu-miR-362-5p with sequence AAUCCUUGGAACCUAGGUGUGAAU. The protein sequence of the target gene is MVAGTRCLLVLLLPQVLLGGAAGLIPELGRKKFAAASSRPLSRPSEDVLSEFELRLLSMFGLKQRPTPSKDVVVPPYMLDLYRRHSGQPGAPAPDHRLERAASRANTVRSFHHEEAVEELPEMSGKTARRFFFNLSSVPSDEFLTSAELQIFREQIQEALGNSSFQHRINIYEIIKPAAANLKFPVTRLLDTRLVNQNTSQWESFDVTPAVMRWTTQGHTNHGFVVEVAHLEENPGVSKRHVRISRSLHQDEHSWSQIRPLLVTFGHDGKGHPLHKREKRQAKHKQRKRLKSSCKRHPLY.... Result: 1 (interaction). (2) The protein sequence of the target gene is MDLGTAESTRCTDPPAGKPPMAAKRKGGLKLNAICAKLSRQVVVEKGAEAGSQAEGSPLHPRDKERSGPESGVSRAPRSEEDKRRAVIEKWVNGEYCEDPAPTPVLGRIARDQELPPEGVYMVQPQGCSDEEDHAEEPSKDNSVLEEKESDGTASKDDSGPSTRQASGETSSLRDYAASTMTEFLGMFGYDDQNTRDELAKKISFEKPHAGSTPEVAASSMLPSSEDTLSKRARFSKYEEYIRKLKAGEQLPWPAHGSKAEDRAGKEVVGPLPSLRLPSNTAHLETKATILPLPSHSSVQ.... Result: 1 (interaction). The miRNA is mmu-miR-292a-5p with sequence ACUCAAACUGGGGGCUCUUUUG. (3) The miRNA is hsa-miR-4524a-3p with sequence UGAGACAGGCUUAUGCUGCUAU. The protein sequence of the target gene is MSLKSERRGIHVDQSDLLCKKGCGYYGNPAWQGFCSKCWREEYHKARQKQIQEDWELAERLQREEEEAFASSQSSQGAQSLTFSKFEEKKTNEKTRKVTTVKKFFSASSRVGSKKEIQEAKAPSPSINRQTSIETDRVSKEFIEFLKTFHKTGQEIYKQTKLFLEGMHYKRDLSIEEQSECAQDFYHNVAERMQTRGKVPPERVEKIMDQIEKYIMTRLYKYVFCPETTDDEKKDLAIQKRIRALRWVTPQMLCVPVNEDIPEVSDMVVKAITDIIEMDSKRVPRDKLACITKCSKHIFN.... Result: 1 (interaction). (4) The miRNA is hsa-miR-4695-3p with sequence UGAUCUCACCGCUGCCUCCUUC. The protein sequence of the target gene is MGASARLLRAVIMGAPGSGKGTVSSRITTHFELKHLSSGDLLRDNMLRGTEIGVLAKAFIDQGKLIPDDVMTRLALHELKNLTQYSWLLDGFPRTLPQAEALDRAYQIDTVINLNVPFEVIKQRLTARWIHPASGRVYNIEFNPPKTVGIDDLTGEPLIQREDDKPETVIKRLKAYEDQTKPVLEYYQKKGVLETFSGTETNKIWPYVYAFLQTKVPQRSQKASVTP. Result: 1 (interaction). (5) The miRNA is hsa-miR-616-5p with sequence ACUCAAAACCCUUCAGUGACUU. Result: 0 (no interaction). The protein sequence of the target gene is MNYVGQLAGQVFVTVKELYKGLNPATLSGCIDIIVIRQPNGSLQCSPFHVRFGKMGVLRSREKVVDIEINGESVDLHMKLGDNGEAFFVQETDNDQEIIPMYLATSPILSEGAARMESQLKRNSVDRIRCLDPTTAAQGLPPSDTPSTGSLGKKRRKRRRKAQLDNLKRDDNVNSSEDEDMFPIEMSSDEDTAPMDGSRTLPNDVPPFQDDIPKENFPSISTHPQSASYPSSDREWSPSPSSLVDCQRTPPHLAEGVLSSSCPLQSCHFHASESPSGSRPSTPKSDSELVSKSADRLTPK.... (6) The miRNA is hsa-miR-1233-5p with sequence AGUGGGAGGCCAGGGCACGGCA. The protein sequence of the target gene is MLCCMRRTKQVEKNDEDQKIEQDGVKPEDKAHKAATKIQASFRGHITRKKLKGEKKGDAPAAEAEAKEKDDAPVADGVEKKEGDGSATTDAAPATSPKAEEPSKAGDAPSEEKKGEGDAAPSEEKAGSAETESAAKATTDNSPSSKAEDGPAKEEPKQADVPAAVTDAAATTPAAEDAATKAAQPPTETAESSQAEEEKDAVDEAKPKESARQDEGKEDPEADQEHA. Result: 0 (no interaction). (7) The miRNA is hsa-miR-17-5p with sequence CAAAGUGCUUACAGUGCAGGUAG. The protein sequence of the target gene is MAETREEETVSAEASGFSDLSDSEFLEFLDLEDAQESKALVNMPGPSSESLGKDDKPISLQNWKRGLDILSPMERFHLKYLYVTDLATQNWCELQTAYGKELPGFLAPEKAAVLDTGASIHLARELELHDLVTVPVTTKEDAWAIKFLNILLLIPTLQSEGHIREFPVFGEGEGVLLVGVIDELHYTAKGELELAELKTRRRPMLPLEAQKKKDCFQVSLYKYIFDAMVQGKVTPASLIHHTKLCLEKPLGPSVLRHAQQGGFSVKSLGDLMELVFLSLTLSDLPVIDILKIEYIHQETA.... Result: 1 (interaction). (8) The miRNA is hsa-miR-512-3p with sequence AAGUGCUGUCAUAGCUGAGGUC. The protein sequence of the target gene is MADDLDFETGDAGASATFPMQCSALRKNGFVVLKGRPCKIVEMSTSKTGKHGHAKVHLVGIDIFTGKKYEDICPSTHNMDVPNIKRNDFQLIGIQDGYLSLLQDSGEVREDLRLPEGDLGKEIEQKYDCGEEILITVLSAMTEEAAVAIKAMAK. Result: 0 (no interaction).